Dataset: Peptide-MHC class II binding affinity with 134,281 pairs from IEDB. Task: Regression. Given a peptide amino acid sequence and an MHC pseudo amino acid sequence, predict their binding affinity value. This is MHC class II binding data. (1) The peptide sequence is DCRTAFKPVLVDEGR. The MHC is DRB1_0404 with pseudo-sequence DRB1_0404. The binding affinity (normalized) is 0. (2) The peptide sequence is SGMAEATSLDTMTQM. The MHC is DRB3_0202 with pseudo-sequence DRB3_0202. The binding affinity (normalized) is 0. (3) The MHC is HLA-DQA10102-DQB10502 with pseudo-sequence HLA-DQA10102-DQB10502. The binding affinity (normalized) is 0. The peptide sequence is GELELQFRRVKCKYP. (4) The peptide sequence is GELQIVDKIDAAPKI. The MHC is DRB1_0701 with pseudo-sequence DRB1_0701. The binding affinity (normalized) is 0.714. (5) The MHC is DRB1_1302 with pseudo-sequence DRB1_1302. The peptide sequence is PEFSELFAAFPSFAG. The binding affinity (normalized) is 0.612. (6) The peptide sequence is VTKDTNDNNLYKLHG. The MHC is HLA-DQA10501-DQB10402 with pseudo-sequence HLA-DQA10501-DQB10402. The binding affinity (normalized) is 0.418.